Dataset: Retrosynthesis with 50K atom-mapped reactions and 10 reaction types from USPTO. Task: Predict the reactants needed to synthesize the given product. (1) Given the product CC(C)(C)OC(=O)NC(CNC(=O)Cn1nc(-c2ccc(Cl)s2)n(Cc2ccccc2F)c1=O)c1ccccc1C(F)(F)F, predict the reactants needed to synthesize it. The reactants are: CC(C)(C)OC(=O)NC(CN)c1ccccc1C(F)(F)F.O=C(O)Cn1nc(-c2ccc(Cl)s2)n(Cc2ccccc2F)c1=O. (2) Given the product CN1CCN(Cc2cnc3c(C(=O)Nc4cnccc4N4C[C@@H](NC(=O)OC(C)(C)C)C[C@@H](C(F)(F)F)C4)c(NC(=O)OC(C)(C)C)oc3c2)CC1, predict the reactants needed to synthesize it. The reactants are: CC(C)(C)OC(=O)Nc1oc2cc(C=O)cnc2c1C(=O)Nc1cnccc1N1C[C@@H](NC(=O)OC(C)(C)C)C[C@@H](C(F)(F)F)C1.CN1CCNCC1. (3) Given the product CCOC(=O)CCCOCCOCCOCCOC, predict the reactants needed to synthesize it. The reactants are: C=CCC(=O)OCC.COCCOCCOCCO. (4) Given the product Cc1ccnc(-c2cccnc2)c1, predict the reactants needed to synthesize it. The reactants are: Cc1ccnc(Cl)c1.OB(O)c1cccnc1. (5) Given the product CC(C)(C)OC(=O)COc1c(Cl)cc([N+](=O)[O-])cc1Cl, predict the reactants needed to synthesize it. The reactants are: CC(C)(C)OC(=O)CBr.O=[N+]([O-])c1cc(Cl)c(O)c(Cl)c1. (6) The reactants are: CCO[C@@]12CCC(=O)[C@@H]3Oc4c(O)ccc5c4[C@@]31CCN(CC1CC1)[C@@H]2C5.O=C([O-])[O-]. Given the product CCO[C@@]12CCC(=O)[C@@H]3Oc4c(O)ccc5c4[C@@]31CC[N+]([O-])(CC1CC1)[C@@H]2C5, predict the reactants needed to synthesize it. (7) The reactants are: CS(=O)(=O)NC(=O)c1cc(Oc2cc(C(F)(F)F)ccc2Cl)ccc1[N+](=O)[O-]. Given the product CS(=O)(=O)NC(=O)c1cccc(Oc2cc(C(F)(F)F)ccc2Cl)c1, predict the reactants needed to synthesize it. (8) Given the product CCNCCN1CCCc2[nH]c(C=C3C(=O)Nc4ccc(F)cc43)c(C)c2C1=O, predict the reactants needed to synthesize it. The reactants are: CCNCCN1CCCc2[nH]c(C=O)c(C)c2C1=O.O=C1Cc2cc(F)ccc2N1. (9) Given the product C=CCP(=O)(OCC)OCC, predict the reactants needed to synthesize it. The reactants are: C=CCBr.CCOP(OCC)OCC.